From a dataset of Reaction yield outcomes from USPTO patents with 853,638 reactions. Predict the reaction yield, written as a fraction of the theoretical maximum amount of product (1.0 means a 100% yield; for example, 0.34 means a 34% yield). The reactants are [CH3:1][O:2][C:3]1[CH:21]=[CH:20][CH:19]=[CH:18][C:4]=1[CH2:5][NH:6][C:7]1[CH:16]=[CH:15][C:14]2[C:9](=[CH:10][CH:11]=[C:12]([NH2:17])[CH:13]=2)[N:8]=1.C(N(CC)CC)C.ClC(O[C:34](=[O:40])OC(Cl)(Cl)Cl)(Cl)Cl.[CH3:41][N:42]1[CH2:47][CH2:46][CH:45]([NH2:48])[CH2:44][CH2:43]1. The catalyst is O1CCCC1. The product is [CH3:1][O:2][C:3]1[CH:21]=[CH:20][CH:19]=[CH:18][C:4]=1[CH2:5][NH:6][C:7]1[CH:16]=[CH:15][C:14]2[C:9](=[CH:10][CH:11]=[C:12]([NH:17][C:34]([NH:48][CH:45]3[CH2:46][CH2:47][N:42]([CH3:41])[CH2:43][CH2:44]3)=[O:40])[CH:13]=2)[N:8]=1. The yield is 0.150.